From a dataset of Full USPTO retrosynthesis dataset with 1.9M reactions from patents (1976-2016). Predict the reactants needed to synthesize the given product. (1) Given the product [CH:18]1[C:13]([C@H:11]2[O:12][C:2]3[CH:7]=[C:6]([OH:8])[CH:5]=[CH:4][C:3]=3[C:9](=[O:22])[CH2:10]2)=[CH:14][CH:15]=[C:16]([OH:19])[CH:17]=1, predict the reactants needed to synthesize it. The reactants are: O[C:2]1[CH:7]=[C:6]([OH:8])[CH:5]=[CH:4][C:3]=1[CH:9]=[CH:10][C:11]([C:13]1[CH:18]=[CH:17][C:16]([OH:19])=[CH:15][CH:14]=1)=[O:12].CC([O-])=[O:22].[Na+].O. (2) Given the product [CH:18]1([C:16]([NH:15][C:13]2[N:14]=[C:9]3[CH:8]=[CH:7][C:6]([O:5][C:4]4[CH:3]=[C:2]([NH:1][C:31]([C:30]5[CH:29]=[C:28]([CH:36]=[CH:35][CH:34]=5)[C:26]([O:25][CH3:24])=[O:27])=[O:32])[CH:23]=[CH:22][CH:21]=4)=[N:11][N:10]3[CH:12]=2)=[O:17])[CH2:20][CH2:19]1, predict the reactants needed to synthesize it. The reactants are: [NH2:1][C:2]1[CH:3]=[C:4]([CH:21]=[CH:22][CH:23]=1)[O:5][C:6]1[CH:7]=[CH:8][C:9]2[N:10]([CH:12]=[C:13]([NH:15][C:16]([CH:18]3[CH2:20][CH2:19]3)=[O:17])[N:14]=2)[N:11]=1.[CH3:24][O:25][C:26]([C:28]1[CH:29]=[C:30]([CH:34]=[CH:35][CH:36]=1)[C:31](O)=[O:32])=[O:27].Cl.CN(C)CCCN=C=NCC.ON1C2C=CC=CC=2N=N1. (3) Given the product [CH:32]1([C@@H:9]2[C:8]3[CH:7]=[N:6][NH:5][C:17]=3[C:16]3[CH:15]=[C:14]([F:18])[CH:13]=[CH:12][C:11]=3[N:10]2[S:19]([C:22]2[CH:23]=[N:24][C:25]([C:28]([F:30])([F:31])[F:29])=[CH:26][CH:27]=2)(=[O:21])=[O:20])[CH2:33][CH2:34]1, predict the reactants needed to synthesize it. The reactants are: C([N:5]1[C:17]2[C:16]3[CH:15]=[C:14]([F:18])[CH:13]=[CH:12][C:11]=3[N:10]([S:19]([C:22]3[CH:23]=[N:24][C:25]([C:28]([F:31])([F:30])[F:29])=[CH:26][CH:27]=3)(=[O:21])=[O:20])[C@H:9]([CH:32]3[CH2:34][CH2:33]3)[C:8]=2[CH:7]=[N:6]1)(C)(C)C.C(O)=O. (4) Given the product [ClH:40].[CH:25]12[CH2:24][CH2:23][CH:22]([CH2:28][CH2:27]1)[CH2:21][N:20]([C:18]([CH2:17][N:4]1[C:5]3[C:13]([N:14]([CH3:16])[CH3:15])=[CH:12][CH:11]=[CH:10][C:6]=3[C:7]([CH3:9])=[N:8][CH:2]([NH:1][C:37]([NH:36][C:32]3[CH:33]=[CH:34][CH:35]=[C:30]([CH3:39])[CH:31]=3)=[O:38])[C:3]1=[O:29])=[O:19])[CH2:26]2, predict the reactants needed to synthesize it. The reactants are: [NH2:1][CH:2]1[N:8]=[C:7]([CH3:9])[C:6]2[CH:10]=[CH:11][CH:12]=[C:13]([N:14]([CH3:16])[CH3:15])[C:5]=2[N:4]([CH2:17][C:18]([N:20]2[CH2:26][CH:25]3[CH2:27][CH2:28][CH:22]([CH2:23][CH2:24]3)[CH2:21]2)=[O:19])[C:3]1=[O:29].[C:30]1([CH3:39])[CH:35]=[CH:34][CH:33]=[C:32]([N:36]=[C:37]=[O:38])[CH:31]=1.[ClH:40]. (5) Given the product [C:4]([O:3][C:1](=[O:2])[N:8]([CH:9]1[CH2:14][CH2:13][CH:12]([NH:15][CH2:16][C:17]2[CH:18]=[C:19]([C:30]3[CH:35]=[CH:34][C:33]([O:36][CH3:37])=[CH:32][CH:31]=3)[CH:20]=[CH:21][C:22]=2[O:23][CH3:24])[CH2:11][CH2:10]1)[CH3:28])([CH3:7])([CH3:6])[CH3:5], predict the reactants needed to synthesize it. The reactants are: [C:1]([N:8]([CH3:28])[CH:9]1[CH2:14][CH2:13][CH:12]([NH:15][CH2:16][C:17]2[CH:18]=[C:19](B(O)O)[CH:20]=[CH:21][C:22]=2[O:23][CH3:24])[CH2:11][CH2:10]1)([O:3][C:4]([CH3:7])([CH3:6])[CH3:5])=[O:2].Br[C:30]1[CH:35]=[CH:34][C:33]([O:36][CH3:37])=[CH:32][CH:31]=1. (6) The reactants are: [NH:1]1[C:9]2[C:4](=[CH:5][CH:6]=[C:7]([NH2:10])[CH:8]=2)[CH:3]=[CH:2]1.CCN(C(C)C)C(C)C.[C:20](=O)([O:29][CH2:30][CH2:31][Si:32]([CH3:35])([CH3:34])[CH3:33])[O:21]N1C(=O)CCC1=O. Given the product [NH:1]1[C:9]2[C:4](=[CH:5][CH:6]=[C:7]([NH:10][C:20](=[O:21])[O:29][CH2:30][CH2:31][Si:32]([CH3:35])([CH3:34])[CH3:33])[CH:8]=2)[CH:3]=[CH:2]1, predict the reactants needed to synthesize it. (7) The reactants are: [OH-].[Na+].[CH3:3][C:4]1[CH:5]=[C:6]2[N:11]([C:12]=1[C:13]([C:15]1[CH:16]=[C:17]3[C:22](=[CH:23][CH:24]=1)[N:21]([CH3:25])[CH:20]=[C:19]([C:26]([O:28]CC)=[O:27])[C:18]3=[O:31])=[O:14])[CH:10]=[CH:9][CH:8]=[CH:7]2.C(O)(C)(C)C.Cl. Given the product [CH3:3][C:4]1[CH:5]=[C:6]2[N:11]([C:12]=1[C:13]([C:15]1[CH:16]=[C:17]3[C:22](=[CH:23][CH:24]=1)[N:21]([CH3:25])[CH:20]=[C:19]([C:26]([OH:28])=[O:27])[C:18]3=[O:31])=[O:14])[CH:10]=[CH:9][CH:8]=[CH:7]2, predict the reactants needed to synthesize it. (8) Given the product [NH2:1][C:2]1[C:7]([C:8]([C:10]2[C:15]([O:16][CH3:17])=[CH:14][CH:13]=[C:12]([F:18])[C:11]=2[F:19])=[O:9])=[CH:6][N:5]=[C:4]([S:20]([CH2:21][CH3:22])=[O:28])[N:3]=1, predict the reactants needed to synthesize it. The reactants are: [NH2:1][C:2]1[C:7]([C:8]([C:10]2[C:15]([O:16][CH3:17])=[CH:14][CH:13]=[C:12]([F:18])[C:11]=2[F:19])=[O:9])=[CH:6][N:5]=[C:4]([S:20][CH2:21][CH3:22])[N:3]=1.ClC1C=C(C=CC=1)C(OO)=[O:28].CCCCCC. (9) Given the product [Br:1][C:2]1[CH:10]=[C:9]2[CH2:8][CH2:7][CH:6]([N:13]3[C:14](=[O:21])[C:15]4[C:20](=[CH:19][CH:18]=[CH:17][CH:16]=4)[C:12]3=[O:22])[C:5]2=[N:4][CH:3]=1, predict the reactants needed to synthesize it. The reactants are: [Br:1][C:2]1[CH:3]=[N:4][C:5]2[CH:6](O)[CH2:7][CH2:8][C:9]=2[CH:10]=1.[C:12]1(=[O:22])[C:20]2[C:15](=[CH:16][CH:17]=[CH:18][CH:19]=2)[C:14](=[O:21])[NH:13]1.C1(P(C2C=CC=CC=2)C2C=CC=CC=2)C=CC=CC=1.N(C(OC(C)(C)C)=O)=NC(OC(C)(C)C)=O.